This data is from Reaction yield outcomes from USPTO patents with 853,638 reactions. The task is: Predict the reaction yield, written as a fraction of the theoretical maximum amount of product (1.0 means a 100% yield; for example, 0.34 means a 34% yield). (1) The reactants are [NH2:1][C:2]1[C:10]([C:11]([O:13][CH3:14])=[O:12])=[CH:9][CH:8]=[CH:7][C:3]=1[C:4]([OH:6])=[O:5].[F:15][C:16]([F:27])([F:26])[C:17]1[CH:18]=[C:19]([CH:23]=[CH:24][CH:25]=1)[C:20](Cl)=O.C([O-])(O)=O.[Na+]. The catalyst is N1C=CC=CC=1. The product is [O:5]=[C:4]1[O:6][C:20]([C:19]2[CH:23]=[CH:24][CH:25]=[C:17]([C:16]([F:15])([F:26])[F:27])[CH:18]=2)=[N:1][C:2]2[C:10]([C:11]([O:13][CH3:14])=[O:12])=[CH:9][CH:8]=[CH:7][C:3]1=2. The yield is 0.700. (2) The reactants are C[O:2][C:3]1[C:8]2[NH:9][C:10]([C:12]3[S:13][CH:14]=[CH:15][CH:16]=3)=[N:11][C:7]=2[C:6]([C:17]([NH:19][CH:20]2[CH2:24][CH2:23][N:22](C(OC(C)(C)C)=O)[CH2:21]2)=[O:18])=[CH:5][CH:4]=1.B(Br)(Br)Br. No catalyst specified. The product is [OH:2][C:3]1[C:8]2[NH:9][C:10]([C:12]3[S:13][CH:14]=[CH:15][CH:16]=3)=[N:11][C:7]=2[C:6]([C:17]([NH:19][CH:20]2[CH2:24][CH2:23][NH:22][CH2:21]2)=[O:18])=[CH:5][CH:4]=1. The yield is 0.630. (3) The reactants are [C:1]([C:5]1[CH:6]=[C:7]([C:15]2[S:19][C:18]([C:20]([NH:22][C@H:23]3[CH2:26][C@H:25]([C:27]([O:29]C)=[O:28])[CH2:24]3)=[O:21])=[N:17][C:16]=2[CH2:31][CH:32]2[CH2:37][CH2:36][CH2:35][CH2:34][CH2:33]2)[CH:8]=[C:9]([C:11]([OH:14])([CH3:13])[CH3:12])[CH:10]=1)([CH3:4])([CH3:3])[CH3:2].O[Li].O.Cl. The catalyst is C1COCC1.O. The product is [C:1]([C:5]1[CH:6]=[C:7]([C:15]2[S:19][C:18]([C:20]([NH:22][C@H:23]3[CH2:24][C@H:25]([C:27]([OH:29])=[O:28])[CH2:26]3)=[O:21])=[N:17][C:16]=2[CH2:31][CH:32]2[CH2:33][CH2:34][CH2:35][CH2:36][CH2:37]2)[CH:8]=[C:9]([C:11]([OH:14])([CH3:13])[CH3:12])[CH:10]=1)([CH3:2])([CH3:3])[CH3:4]. The yield is 0.410. (4) The product is [C:17]([C:14]1[CH:15]=[C:16]2[C:11](=[CH:12][C:13]=1[O:19][CH2:20][CH2:21][O:22][CH3:23])[N:10]=[CH:9][CH:8]=[C:7]2[O:6][C:5]1[CH:4]=[CH:3][C:2]([NH:1][C:33](=[O:34])[O:35][C:36]2[CH:41]=[CH:40][CH:39]=[CH:38][CH:37]=2)=[CH:25][CH:24]=1)#[N:18]. The yield is 0.952. The reactants are [NH2:1][C:2]1[CH:25]=[CH:24][C:5]([O:6][C:7]2[C:16]3[C:11](=[CH:12][C:13]([O:19][CH2:20][CH2:21][O:22][CH3:23])=[C:14]([C:17]#[N:18])[CH:15]=3)[N:10]=[CH:9][CH:8]=2)=[CH:4][CH:3]=1.N1C=CC=CC=1.Cl[C:33]([O:35][C:36]1[CH:41]=[CH:40][CH:39]=[CH:38][CH:37]=1)=[O:34].O. The catalyst is CN(C)C=O.CCCCCC.C(OCC)(=O)C. (5) The reactants are [Cl-].[Al+3].[Cl-].[Cl-].[H-].[Al+3].[Li+].[H-].[H-].[H-].[CH:11]([C:14]1[CH:19]=[CH:18][C:17]([CH:20]2[C:24]3[C:25]([CH3:43])=[C:26]([NH:31][C:32](=O)[CH2:33][C:34]4[CH:39]=[CH:38][C:37]([O:40][CH3:41])=[CH:36][CH:35]=4)[C:27]([CH3:30])=[C:28]([CH3:29])[C:23]=3[O:22][C:21]2([CH3:45])[CH3:44])=[CH:16][CH:15]=1)([CH3:13])[CH3:12].[OH-].[Na+]. The catalyst is C1COCC1. The product is [CH:11]([C:14]1[CH:15]=[CH:16][C:17]([CH:20]2[C:24]3[C:25]([CH3:43])=[C:26]([NH:31][CH2:32][CH2:33][C:34]4[CH:35]=[CH:36][C:37]([O:40][CH3:41])=[CH:38][CH:39]=4)[C:27]([CH3:30])=[C:28]([CH3:29])[C:23]=3[O:22][C:21]2([CH3:45])[CH3:44])=[CH:18][CH:19]=1)([CH3:13])[CH3:12]. The yield is 0.430. (6) The reactants are [CH:1]([N:4]1[C:9]2=[N:10][C:11]([C:14]3[C:15]([CH3:31])=[N:16][C:17]([C:20]4[N:24](C5CCCCO5)[CH:23]=[N:22][N:21]=4)=[CH:18][CH:19]=3)=[CH:12][N:13]=[C:8]2[NH:7][CH2:6][C:5]1=[O:32])([CH3:3])[CH3:2].Cl. The catalyst is C(O)C. The product is [CH:1]([N:4]1[C:9]2=[N:10][C:11]([C:14]3[C:15]([CH3:31])=[N:16][C:17]([C:20]4[NH:24][CH:23]=[N:22][N:21]=4)=[CH:18][CH:19]=3)=[CH:12][N:13]=[C:8]2[NH:7][CH2:6][C:5]1=[O:32])([CH3:3])[CH3:2]. The yield is 0.620. (7) The reactants are [C:1]([C:3]1[C:4]([C:9]2[CH:14]=[CH:13][CH:12]=[CH:11][CH:10]=2)=[N:5][O:6][C:7]=1[CH3:8])#[CH:2].Br[C:16]1[CH:21]=[C:20]([CH2:22][CH3:23])[CH:19]=[CH:18][N:17]=1. No catalyst specified. The product is [CH2:22]([C:20]1[CH:19]=[CH:18][N:17]=[C:16]([C:2]#[C:1][C:3]2[C:4]([C:9]3[CH:14]=[CH:13][CH:12]=[CH:11][CH:10]=3)=[N:5][O:6][C:7]=2[CH3:8])[CH:21]=1)[CH3:23]. The yield is 0.510. (8) The reactants are CC1C=CC(S(O[CH2:12][C@H:13]2[CH2:22][CH2:21][C:20]3[C:15](=[C:16]([C:24]4[CH:29]=[CH:28][CH:27]=[CH:26][C:25]=4[CH3:30])[C:17]([Cl:23])=[CH:18][CH:19]=3)[O:14]2)(=O)=O)=CC=1.[N-:31]=[N+:32]=[N-:33].[Na+]. The catalyst is CS(C)=O. The product is [N:31]([CH2:12][C@H:13]1[CH2:22][CH2:21][C:20]2[C:15](=[C:16]([C:24]3[CH:29]=[CH:28][CH:27]=[CH:26][C:25]=3[CH3:30])[C:17]([Cl:23])=[CH:18][CH:19]=2)[O:14]1)=[N+:32]=[N-:33]. The yield is 0.880. (9) The reactants are CN.O=[C:4]1[CH2:8][CH2:7][C:6]2([CH2:13][CH2:12][CH2:11][N:10]([C:14]([O:16][C:17]([CH3:20])([CH3:19])[CH3:18])=[O:15])[CH2:9]2)[CH2:5]1.[BH3-][C:22]#[N:23].[Na+]. No catalyst specified. The product is [CH3:22][NH:23][CH:4]1[CH2:8][CH2:7][C:6]2([CH2:13][CH2:12][CH2:11][N:10]([C:14]([O:16][C:17]([CH3:20])([CH3:19])[CH3:18])=[O:15])[CH2:9]2)[CH2:5]1. The yield is 1.00. (10) The reactants are [CH3:1][C:2]1([CH3:12])[C:10]2[C:5](=[CH:6][CH:7]=[CH:8][CH:9]=2)[C:4](=O)[CH2:3]1.[C:13]1([C@H:19]([CH2:21][OH:22])[NH2:20])[CH:18]=[CH:17][CH:16]=[CH:15][CH:14]=1.CC(O)=O.[BH4-].[Na+]. The catalyst is C1(C)C=CC=CC=1.O.C1(C)C=CC(S(O)(=O)=O)=CC=1. The product is [CH3:1][C:2]1([CH3:12])[C:10]2[C:5](=[CH:6][CH:7]=[CH:8][CH:9]=2)[C@@H:4]([NH:20][C@H:19]([C:13]2[CH:18]=[CH:17][CH:16]=[CH:15][CH:14]=2)[CH2:21][OH:22])[CH2:3]1. The yield is 0.740.